This data is from Experimentally validated miRNA-target interactions with 360,000+ pairs, plus equal number of negative samples. The task is: Binary Classification. Given a miRNA mature sequence and a target amino acid sequence, predict their likelihood of interaction. (1) The miRNA is hsa-miR-4304 with sequence CCGGCAUGUCCAGGGCA. The protein sequence of the target gene is MHFTRRAVSPRASFVFDRHVGTINSSLSRRPRISECVEEEEEDGGGFDLFEEMRQPIQENIPMIILEEEEDDNDNLVMSVARPVRVHFAVDVENLHAHQSVYVVGSNDVLGTWEATRAMPLVQDPDRFMRWKGSIVTDVHQLKFRYFIGYNLMSDQGERLIVDKWEAFLHPRSTLCLAESRNDECRVDRVDLFGYYAGRKCVSDGWLQYPDENQILLRLHGNALKFYKTAKERKNCRVKMTPLDVRFKAPPSGHISFSYGEDEEDEEEDQNVPSNKCTHSATHVAVLSDPRPKFYDQEDT.... Result: 0 (no interaction). (2) The miRNA is hsa-miR-548am-3p with sequence CAAAAACUGCAGUUACUUUUGU. The protein sequence of the target gene is MSRQFTCKSGAAAKGGFSGCSAVLSGGSSSSFRAGSKGLSGGFGSRSLYSLGGVRSLNVASGSGKSGGYGFGRGRASGFAGSMFGSVALGPVCPTVCPPGGIHQVTVNESLLAPLNVELDPEIQKVRAQEREQIKALNNKFASFIDKVRFLEQQNQVLETKWELLQQLDLNNCKNNLEPILEGYISNLRKQLETLSGDRVRLDSELRNVRDVVEDYKKRYEEEINKRTAAENEFVLLKKDVDAAYANKVELQAKVESMDQEIKFFRCLFEAEITQIQSHISDMSVILSMDNNRNLDLDSI.... Result: 0 (no interaction). (3) The miRNA is hsa-miR-423-3p with sequence AGCUCGGUCUGAGGCCCCUCAGU. The protein sequence of the target gene is MEATGVLPFVRGVDLSGNDFKGGYFPENVKAMTSLRWLKLNRTGLCYLPEELAALQKLEHLSVSHNNLTTLHGELSSLPSLRAIVARANSLKNSGVPDDIFKLDDLSVLDLSHNQLTECPRELENAKNMLVLNLSHNSIDTIPNQLFINLTDLLYLDLSENRLESLPPQMRRLVHLQTLVLNGNPLLHAQLRQLPAMTALQTLHLRSTQRTQSNLPTSLEGLSNLADVDLSCNDLTRVPECLYTLPSLRRLNLSSNQITELSLCIDQWVHVETLNLSRNQLTSLPSAICKLSKLKKLYLN.... Result: 1 (interaction). (4) The miRNA is hsa-miR-126-3p with sequence UCGUACCGUGAGUAAUAAUGCG. The protein sequence of the target gene is MPGRGRCPDCGSTELVEDSHYSQSQLVCSDCGCVVTEGVLTTTFSDEGNLREVTYSRSTGENEQVSRSQQRGLRRVRDLCRVLQLPPTFEDTAVAYYQQAYRHSGIRAARLQKKEVLVGCCVLITCRQHNWPLTMGAICTLLYADLDVFSSTYMQIVKLLGLDVPSLCLAELVKTYCSSFKLFQASPSVPAKYVEDKEKMLSRTMQLVELANETWLVTGRHPLPVITAATFLAWQSLQPADRLSCSLARFCKLANVDLPYPASSRLQELLAVLLRMAEQLAWLRVLRLDKRSVVKHIGDL.... Result: 0 (no interaction). (5) The miRNA is dme-miR-308-3p with sequence AAUCACAGGAUUAUACUGUGAG. The protein sequence of the target gene is MAVPFYLPEGGADDVASSSSGASGNSSPHNHPLPSSASSSVSSSGVSSASASSASSSSSASSDGASSAASQSPNTTTSSATQTPMQSPLPTDQVLYALYEWVRMYQSQQSAPQIFQYPPPSPSCNFTGGDVFFPHGHPNPNSNPHPRTPRTSVSFSSGEEYNFFRQQQPQPHPSYPAPSTPQPMPPQSAPPMHCSHSYPQQSAHMMPHHSAPFGMGGTYYAGYTPPPTPNTASAGTSSSSAAFGWHGHPHSPFTSTSTPLSAPVAPKMRLQRSQSDAARRKRLTSTGEDEREYQSDHEAT.... Result: 1 (interaction). (6) The miRNA is mmu-miR-467f with sequence AUAUACACACACACACCUACA. The protein sequence of the target gene is MVSWGRFICLVLVTMATLSLARPSFSLVEDTTLEPEEPPTKYQISQPEAYVVAPGESLELQCMLKDAAVISWTKDGVHLGPNNRTVLIGEYLQIKGATPRDSGLYACTAARTVDSETWIFMVNVTDAISSGDDEDDTDSSEDVVSENRSNQRAPYWTNTEKMEKRLHACPAANTVKFRCPAGGNPTSTMRWLKNGKEFKQEHRIGGYKVRNQHWSLIMESVVPSDKGNYTCLVENEYGSINHTYHLDVVERSPHRPILQAGLPANASTVVGGDVEFVCKVYSDAQPHIQWIKHVEKNGSK.... Result: 0 (no interaction).